Dataset: Experimentally validated miRNA-target interactions with 360,000+ pairs, plus equal number of negative samples. Task: Binary Classification. Given a miRNA mature sequence and a target amino acid sequence, predict their likelihood of interaction. (1) The protein sequence of the target gene is MVLVHVGYLVLPVFGSVRNRGAPFQRSQHPHATSCRHFHLGPPQPQQLAPDFPLAHPVQSQPGLSAHMAPAHQHSGTLHQSLTPLPTLQFQDVTGPSFLPQALHQQYLLQQQLLEAQHRRLVSHPRRNQDRVSVHPHRLHPSFDFGHQLQTPQPRYLAEGTDWDLSVDAGLSPAQFQVRPIPQHYQHYLATPRMHHFPRNSSSTQMVVHEIRNYPYPQLHFLALQGLNPSRHTSAVRESYEELLQLEDRLGNVTRGAVQNTIERFTFPHKYKKRRPQDSKGKKDEGEESDTDEKCTICLS.... The miRNA is mmu-miR-491-5p with sequence AGUGGGGAACCCUUCCAUGAGG. Result: 0 (no interaction). (2) The miRNA is mmu-miR-676-3p with sequence CCGUCCUGAGGUUGUUGAGCU. The protein sequence of the target gene is MTLLPGDNSDYDYSALSCTSDASFHPAFLPQRQAIKGAFYRRAQRLRPQDEPRQGCQPEDRRRRIIINVGGIKYSLPWTTLDEFPLTRLGQLKACTNFDDILNVCDDYDVTCNEFFFDRNPGAFGTILTFLRAGKLRLLREMCALSFQEELLYWGIAEDHLDGCCKRRYLQKIEEFAEMVEREEEDDALDSEGRDSEGPAEGEGRLGRCMRRLRDMVERPHSGLPGKVFACLSVLFVTVTAVNLSVSTLPSLREEEEQGHCSQMCHNVFIVESVCVGWFSLEFLLRLIQAPSKFAFLRSP.... Result: 0 (no interaction). (3) The miRNA is hsa-miR-6888-5p with sequence AAGGAGAUGCUCAGGCAGAU. The protein sequence of the target gene is MEALPLLAATTPDHGRHRRLLLLPLLLFLLPAGAVQGWETEERPRTREEECHFYAGGQVYPGEASRVSVADHSLHLSKAKISKPAPYWEGTAVIDGEFKELKLTDYRGKYLVFFFYPLDFTFVCPTEIIAFGDRLEEFRSINTEVVACSVDSQFTHLAWINTPRRQGGLGPIRIPLLSDLTHQISKDYGVYLEDSGHTLRGLFIIDDKGILRQITLNDLPVGRSVDETLRLVQAFQYTDKHGEVCPAGWKPGSETIIPDPAGKLKYFDKLN. Result: 0 (no interaction). (4) The miRNA is hsa-miR-4708-5p with sequence AGAGAUGCCGCCUUGCUCCUU. The protein sequence of the target gene is MGRKKIQITRIMDERNRQVTFTKRKFGLMKKAYELSVLCDCEIALIIFNSTNKLFQYASTDMDKVLLKYTEYNEPHESRTNSDIVETLRKKGLNGCDSPDPDADDSVGHSPESEDKYRKINEDIDLMISRQRLCAVPPPNFEMPVSIPVSSHNSLVYSNPVSSLGNPNLLPLAHPSLQRNSMSPGVTHRPPSAGNTGGLMGGDLTSGAGTSAGNGYGNPRNSPGLLVSPGNLNKNMQAKSPPPMNLGMNNRKPDLRVLIPPGSKNTMPSVSEDVDLLLNQRINNSQSAQSLATPVVSVAT.... Result: 0 (no interaction). (5) The miRNA is mmu-miR-125a-3p with sequence ACAGGUGAGGUUCUUGGGAGCC. The protein sequence of the target gene is MSEPIRVLVTGAAGQIAYSLLYSIGNGSVFGKDQPIILVLLDITPMMGVLDGVLMELQDCALPLLQDVIATDKEEIAFKDLDVAVLVGSMPRREGMERKDLLKANVKIFKSQGTALEKYAKKSVKVIVVGNPANTNCLTASKSAPSIPKENFSCLTRLDHNRAKSQIALKLGVTADDVKNVIIWGNHSSTQYPDVNHAKVKLQGKEVGVYEALKDDSWLKGEFITTVQQRGAAVIKARKLSSAMSAAKAIADHIRDIWFGTPEGEFVSMGVISDGNSYGVPDDLLYSFPVVIKNKTWKFV.... Result: 0 (no interaction). (6) Result: 0 (no interaction). The miRNA is hsa-miR-4728-5p with sequence UGGGAGGGGAGAGGCAGCAAGCA. The protein sequence of the target gene is MDTFTVQDSTAMSWWRNNFWIILAVAIIVVSVGLGLILYCVCKWQLRRGKKWEIAKPLKHKQVDEEKMYENVLNESPVQLPPLPPRNWPSLEDSSPQEAPSQPPATYSLVNKVKNKKTVSIPSYIEPEDDYDDVEIPANTEKASF. (7) Result: 0 (no interaction). The miRNA is hsa-miR-520h with sequence ACAAAGUGCUUCCCUUUAGAGU. The protein sequence of the target gene is MRPKTFPATTYSGNSRQRLQEIREGLKQPSKASTQGLLVGPNSDTSLDAKVLGSKDASRQQQMRATPKFGPYQKALREIRYSLLPFANESGTSAAAEVNRQMLQELVNAGCDQEMAGRALKQTGSRSIEAALEYISKMGYLDPRNEQIVRVIKQTSPGKGLAPTPVTRRPSFEGTGEALPSYHQLGGANYEGPAALEEMPRQYLDFLFPGAGAGTHGAQAHQHPPKGYSTAVEPSAHFPGTHYGRGHLLSEQPGYGVQRSSSFQNKTPPDAYSSMAKAQGGPPASLTFPAHAGLYTASHH....